From a dataset of Retrosynthesis with 50K atom-mapped reactions and 10 reaction types from USPTO. Predict the reactants needed to synthesize the given product. (1) Given the product CNC1(c2ccccc2Cl)C(=O)N(S(=O)(=O)c2ccc([N+](=O)[O-])cc2)c2ccc(Cl)cc21, predict the reactants needed to synthesize it. The reactants are: CNC1(c2ccccc2Cl)C(=O)Nc2ccc(Cl)cc21.O=[N+]([O-])c1ccc(S(=O)(=O)Cl)cc1. (2) Given the product COc1cc(Nc2nccc(Nc3ccc4c(c3S(N)(=O)=O)OCCO4)n2)cc(OC)c1OC, predict the reactants needed to synthesize it. The reactants are: COc1cc(Nc2nccc(Cl)n2)cc(OC)c1OC.Nc1ccc2c(c1S(N)(=O)=O)OCCO2. (3) Given the product CC(C)Nc1nccc(C#Cc2ccc(F)cc2)n1, predict the reactants needed to synthesize it. The reactants are: CC(C)N.Fc1ccc(C#Cc2ccnc(Cl)n2)cc1. (4) Given the product COC(=O)[C@H](Cc1ccc(NC(=O)c2c(Cl)cccc2Cl)cc1)NC(=O)C1(CCN)CCCC1, predict the reactants needed to synthesize it. The reactants are: COC(=O)[C@H](Cc1ccc(NC(=O)c2c(Cl)cccc2Cl)cc1)NC(=O)C1(CCN=[N+]=[N-])CCCC1. (5) Given the product Cc1nsc(N)c1N1CCCC1, predict the reactants needed to synthesize it. The reactants are: Cc1nsc(N2C(=O)c3ccccc3C2=O)c1N1CCCC1. (6) Given the product Cn1ncc2cc(C(C)(O)c3cnc4ccc(Cl)nn34)ccc21, predict the reactants needed to synthesize it. The reactants are: C[Mg+].Cn1ncc2cc(C(=O)c3cnc4ccc(Cl)nn34)ccc21.